This data is from Forward reaction prediction with 1.9M reactions from USPTO patents (1976-2016). The task is: Predict the product of the given reaction. (1) The product is: [C:1]([O:5][C:6]([N:7]([CH2:8][C:9]1[CH:14]=[CH:13][C:12]([O:15][CH3:16])=[CH:11][CH:10]=1)[C:17]1[C:18]([Cl:26])=[C:19]([CH:38]2[CH2:37][N:36]([C:34]([O:33][C:29]([CH3:32])([CH3:31])[CH3:30])=[O:35])[CH2:39]2)[CH:20]=[C:21]([C:23]#[N:24])[CH:22]=1)=[O:27])([CH3:4])([CH3:3])[CH3:2]. Given the reactants [C:1]([O:5][C:6](=[O:27])[N:7]([C:17]1[CH:22]=[C:21]([C:23]#[N:24])[CH:20]=[C:19](Br)[C:18]=1[Cl:26])[CH2:8][C:9]1[CH:14]=[CH:13][C:12]([O:15][CH3:16])=[CH:11][CH:10]=1)([CH3:4])([CH3:3])[CH3:2].[I-].[C:29]([O:33][C:34]([N:36]1[CH2:39][CH:38]([Zn+])[CH2:37]1)=[O:35])([CH3:32])([CH3:31])[CH3:30], predict the reaction product. (2) The product is: [C:1]([O-:4])(=[O:3])[CH3:2].[C:5]([O-:8])(=[O:7])[CH3:6].[C:9]([O-:12])(=[O:11])[CH3:10].[Br:18][C:19]1[CH:24]=[CH:23][C:22]([Pb+3:17])=[C:21]([CH2:28][CH3:29])[CH:20]=1. Given the reactants [C:1]([O-:4])(=[O:3])[CH3:2].[C:5]([O-:8])(=[O:7])[CH3:6].[C:9]([O-:12])(=[O:11])[CH3:10].C([O-])(=O)C.[Pb+4:17].[Br:18][C:19]1[CH:24]=[CH:23][C:22](B(O)O)=[C:21]([CH2:28][CH3:29])[CH:20]=1, predict the reaction product. (3) Given the reactants [CH3:1][C:2]([NH:14]C(=O)C)([C:4]1[CH:9]=[CH:8][C:7]([C:10]([F:13])([F:12])[F:11])=[CH:6][CH:5]=1)[CH3:3].[OH-].[K+].Cl, predict the reaction product. The product is: [CH3:3][C:2]([NH2:14])([C:4]1[CH:9]=[CH:8][C:7]([C:10]([F:13])([F:11])[F:12])=[CH:6][CH:5]=1)[CH3:1].